This data is from Experimentally validated miRNA-target interactions with 360,000+ pairs, plus equal number of negative samples. The task is: Binary Classification. Given a miRNA mature sequence and a target amino acid sequence, predict their likelihood of interaction. The miRNA is mmu-miR-466f-3p with sequence CAUACACACACACAUACACAC. The protein sequence of the target gene is MSQEATEAPAMPGEGHGHNKAKARWLLGTDRKRSRINRTRQDLWEDTSWSNHRLSRATSAPRGTRARGTAHGRSEASPENAARERTRVKTLRQAFLALQAALPAVPPDTKLSKLDVLVLATSYIAHLTRTLGHELPGPAWPPFVRGLRYLHPLKKWPMRSRLYAGGLGCSDLDSTTAITTGQRCKDAELGSQDSVAAESLLTSPAFGNK. Result: 0 (no interaction).